This data is from Forward reaction prediction with 1.9M reactions from USPTO patents (1976-2016). The task is: Predict the product of the given reaction. (1) Given the reactants Br[C:2]1[C:7]([O:8][CH3:9])=[CH:6][CH:5]=[CH:4][N:3]=1.[C-:10]#[N:11].[Na+], predict the reaction product. The product is: [CH3:9][O:8][C:7]1[C:2]([C:10]#[N:11])=[N:3][CH:4]=[CH:5][CH:6]=1. (2) Given the reactants [CH3:1][C:2]1[C:3]([C:17]([O:19][CH2:20][CH3:21])=[O:18])=[N:4][O:5][C:6]=1[C:7]1[CH2:16][CH2:15][C:10]2([O:14][CH2:13][CH2:12][O:11]2)[CH2:9][CH:8]=1, predict the reaction product. The product is: [CH3:1][C:2]1[C:3]([C:17]([O:19][CH2:20][CH3:21])=[O:18])=[N:4][O:5][C:6]=1[CH:7]1[CH2:8][CH2:9][C:10]2([O:14][CH2:13][CH2:12][O:11]2)[CH2:15][CH2:16]1. (3) The product is: [C:52]([O-:51])(=[O:54])[CH2:53][CH2:48][C:49]([O-:50])=[O:8].[C:97]1([S+:90]([C:84]2[CH:85]=[CH:86][CH:87]=[CH:88][CH:89]=2)[C:91]2[CH:96]=[CH:95][CH:94]=[CH:93][CH:92]=2)[CH:98]=[CH:99][CH:100]=[CH:101][CH:102]=1.[C:1]1([S+:90]([C:91]2[CH:92]=[CH:93][CH:94]=[CH:95][CH:96]=2)[C:84]2[CH:89]=[CH:88][CH:87]=[CH:86][CH:85]=2)[CH:6]=[CH:5][CH:4]=[CH:3][CH:2]=1. Given the reactants [C:1]1([Si](OC)(OC)[O:8]C)[CH:6]=[CH:5][CH:4]=[CH:3][CH:2]=1.C(O[Si](OCC)(OCC)OCC)C.C[Si](OCC)(OCC)OCC.CO[Si](CCC[CH:48]1[CH2:53][C:52](=[O:54])[O:51][C:49]1=[O:50])(OC)OC.C(O[Si](OCC)(OCC)CCCNC(=O)CCCO)C.Cl.C(OCC(O)C)C.[OH-].[C:84]1([S+:90]([C:97]2[CH:102]=[CH:101][CH:100]=[CH:99][CH:98]=2)[C:91]2[CH:96]=[CH:95][CH:94]=[CH:93][CH:92]=2)[CH:89]=[CH:88][CH:87]=[CH:86][CH:85]=1, predict the reaction product.